Dataset: Forward reaction prediction with 1.9M reactions from USPTO patents (1976-2016). Task: Predict the product of the given reaction. (1) Given the reactants C([O:4][C@@H:5]1[C@@H:12]([O:13]C(=O)C)[C@H:11]([O:17]C(=O)C)[C@@H:10]([CH2:21][O:22]C(=O)C)[O:9][C:6]1([C:26]1[CH:31]=[C:30]([CH2:32][C:33]2[CH:42]=[C:41]3[C:35](=[CH:36][CH:37]=[CH:38][CH:39]=[CH:40]3)[CH:34]=2)[CH:29]=[CH:28][C:27]=1[O:43]C(=O)C)OC)(=O)C.C(O[C@@H]1[C@@H](OC(=O)C)[C@H](OC(=O)C)[C@@H](COC(=O)C)OC1(C1C=C(CC2C=C3C(=CC=CC=C3)C=2)C=CC=1O)OC)(=O)C.C([SiH](CC)CC)C.FC(F)(F)S(O[Si](C)(C)C)(=O)=O.C(=O)([O-])O.[Na+], predict the reaction product. The product is: [CH:34]1[C:35]2[C:41]([CH:40]=[CH:39][CH:38]=[CH:37][CH:36]=2)=[CH:42][C:33]=1[CH2:32][C:30]1[CH:29]=[CH:28][C:27]([OH:43])=[C:26]([C@@H:6]2[O:9][C@H:10]([CH2:21][OH:22])[C@@H:11]([OH:17])[C@H:12]([OH:13])[C@H:5]2[OH:4])[CH:31]=1. (2) Given the reactants C(=O)([O-])[O-].[K+].[K+].[C:7]([NH:10][S:11]([C:14]1[CH:19]=[CH:18][CH:17]=[C:16]([CH2:20][NH2:21])[CH:15]=1)(=[O:13])=[O:12])(=[O:9])[CH3:8].[F:22][C:23]1[CH:24]=[C:25]([C:29]2[N:34]=[CH:33][C:32]([C:35](Cl)=[O:36])=[CH:31][N:30]=2)[CH:26]=[CH:27][CH:28]=1.Cl, predict the reaction product. The product is: [C:7]([NH:10][S:11]([C:14]1[CH:15]=[C:16]([CH:17]=[CH:18][CH:19]=1)[CH2:20][NH:21][C:35]([C:32]1[CH:33]=[N:34][C:29]([C:25]2[CH:26]=[CH:27][CH:28]=[C:23]([F:22])[CH:24]=2)=[N:30][CH:31]=1)=[O:36])(=[O:12])=[O:13])(=[O:9])[CH3:8]. (3) Given the reactants [Br:1][C:2]1[C:11]([OH:12])=[C:10]2[C:5]([CH:6]=[CH:7][C:8]([CH3:13])=[N:9]2)=[CH:4][CH:3]=1.[C:14]([O-])([O-])=O.[Cs+].[Cs+].IC.O, predict the reaction product. The product is: [Br:1][C:2]1[C:11]([O:12][CH3:14])=[C:10]2[C:5]([CH:6]=[CH:7][C:8]([CH3:13])=[N:9]2)=[CH:4][CH:3]=1. (4) Given the reactants [Cl:1][C:2]1[CH:3]=[C:4]2[C:9](=[CH:10][C:11]=1[O:12][C:13]1[CH:21]=[CH:20][C:16]([C:17](O)=[O:18])=[CH:15][CH:14]=1)[O:8][CH2:7][CH2:6][CH:5]2[C:22]([O:24][CH2:25][CH3:26])=[O:23].C(Cl)(=O)C(Cl)=O.[Cl:33][C:34]1[CH:35]=[C:36]([C:40]2[N:45]=[CH:44][C:43]([NH2:46])=[CH:42][N:41]=2)[CH:37]=[CH:38][CH:39]=1.CCN(C(C)C)C(C)C, predict the reaction product. The product is: [Cl:1][C:2]1[CH:3]=[C:4]2[C:9](=[CH:10][C:11]=1[O:12][C:13]1[CH:21]=[CH:20][C:16]([C:17](=[O:18])[NH:46][C:43]3[CH:44]=[N:45][C:40]([C:36]4[CH:37]=[CH:38][CH:39]=[C:34]([Cl:33])[CH:35]=4)=[N:41][CH:42]=3)=[CH:15][CH:14]=1)[O:8][CH2:7][CH2:6][CH:5]2[C:22]([O:24][CH2:25][CH3:26])=[O:23].